Dataset: Forward reaction prediction with 1.9M reactions from USPTO patents (1976-2016). Task: Predict the product of the given reaction. (1) Given the reactants [N+:1]([C:4]1[CH:9]=[CH:8][CH:7]=[C:6]([C:10]2[CH:11]=[N:12][CH:13]=[CH:14][CH:15]=2)[C:5]=1[NH2:16])([O-])=O, predict the reaction product. The product is: [N:12]1[CH:13]=[CH:14][CH:15]=[C:10]([C:6]2[CH:7]=[CH:8][CH:9]=[C:4]([NH2:1])[C:5]=2[NH2:16])[CH:11]=1. (2) Given the reactants [CH2:1]([O:8][CH2:9][CH2:10][N:11]1[C:17](=[O:18])[C@@H:16]([NH:19][C:20](=[O:27])[C:21]([OH:26])([CH3:25])[C:22]([OH:24])=O)[C:15]2[CH:28]=[CH:29][CH:30]=[CH:31][C:14]=2[C:13]2[CH:32]=[CH:33][CH:34]=[CH:35][C:12]1=2)[C:2]1[CH:7]=[CH:6][CH:5]=[CH:4][CH:3]=1.[F:36][C:37]([F:44])([C:40]([F:43])([F:42])[F:41])[CH2:38][NH2:39], predict the reaction product. The product is: [CH2:1]([O:8][CH2:9][CH2:10][N:11]1[C:17](=[O:18])[C@@H:16]([NH:19][C:20](=[O:27])[C:21]([OH:26])([CH3:25])[C:22]([NH:39][CH2:38][C:37]([F:44])([F:36])[C:40]([F:43])([F:42])[F:41])=[O:24])[C:15]2[CH:28]=[CH:29][CH:30]=[CH:31][C:14]=2[C:13]2[CH:32]=[CH:33][CH:34]=[CH:35][C:12]1=2)[C:2]1[CH:7]=[CH:6][CH:5]=[CH:4][CH:3]=1. (3) Given the reactants [NH2:1][C:2]1[C:11]2[C:6](=[C:7](Br)[CH:8]=[CH:9][CH:10]=2)[N:5]=[N:4][C:3]=1[C:13]([NH:15][CH2:16][CH2:17][CH3:18])=[O:14].[CH3:19][O:20][C:21]1[CH:26]=[CH:25][C:24](B(O)O)=[C:23]([C:30]([F:33])([F:32])[F:31])[CH:22]=1, predict the reaction product. The product is: [NH2:1][C:2]1[C:11]2[C:6](=[C:7]([C:24]3[CH:25]=[CH:26][C:21]([O:20][CH3:19])=[CH:22][C:23]=3[C:30]([F:31])([F:32])[F:33])[CH:8]=[CH:9][CH:10]=2)[N:5]=[N:4][C:3]=1[C:13]([NH:15][CH2:16][CH2:17][CH3:18])=[O:14]. (4) Given the reactants [NH2:1][CH2:2][CH2:3][N:4]1[C:13]2[C:8](=[N:9][CH:10]=[C:11]([CH2:14][C:15]3[CH:20]=[CH:19][C:18]([F:21])=[CH:17][CH:16]=3)[CH:12]=2)[C:7]([OH:22])=[C:6]([C:23]([NH:25][CH2:26][CH2:27][OH:28])=[O:24])[C:5]1=[O:29].[CH:30]([N:33]([CH:36](C)C)[CH2:34]C)(C)C.CC[OH:41], predict the reaction product. The product is: [CH3:30][N:33]([CH3:36])[C:34]([NH:1][CH2:2][CH2:3][N:4]1[C:13]2[C:8](=[N:9][CH:10]=[C:11]([CH2:14][C:15]3[CH:16]=[CH:17][C:18]([F:21])=[CH:19][CH:20]=3)[CH:12]=2)[C:7]([OH:22])=[C:6]([C:23]([NH:25][CH2:26][CH2:27][OH:28])=[O:24])[C:5]1=[O:29])=[O:41].